From a dataset of Reaction yield outcomes from USPTO patents with 853,638 reactions. Predict the reaction yield, written as a fraction of the theoretical maximum amount of product (1.0 means a 100% yield; for example, 0.34 means a 34% yield). The reactants are [CH3:1][C:2]1[CH:7]=[CH:6][C:5]([S:8]([NH:11][CH2:12][C:13]2([C:18]([OH:20])=[O:19])[CH2:17][CH2:16][CH2:15][CH2:14]2)(=[O:10])=[O:9])=[CH:4][CH:3]=1.I[CH3:22].[OH-].[Na+]. The catalyst is O. The product is [CH3:22][N:11]([CH2:12][C:13]1([C:18]([OH:20])=[O:19])[CH2:17][CH2:16][CH2:15][CH2:14]1)[S:8]([C:5]1[CH:6]=[CH:7][C:2]([CH3:1])=[CH:3][CH:4]=1)(=[O:9])=[O:10]. The yield is 0.860.